The task is: Predict the reactants needed to synthesize the given product.. This data is from Full USPTO retrosynthesis dataset with 1.9M reactions from patents (1976-2016). Given the product [CH2:1]([C:3]1[CH:4]=[C:5]([NH:15][C:16]([NH:18][CH:19]2[CH:26]3[CH:22]([CH2:23][NH:24][CH2:25]3)[CH2:21][CH2:20]2)=[O:17])[CH:6]=[C:7]([C:9]2[N:13]([CH3:14])[N:12]=[N:11][N:10]=2)[CH:8]=1)[CH3:2], predict the reactants needed to synthesize it. The reactants are: [CH2:1]([C:3]1[CH:4]=[C:5]([NH:15][C:16]([NH:18][CH:19]2[CH:26]3[CH:22]([CH2:23][N:24](C(C4C=CC=CC=4)(C4C=CC=CC=4)C4C=CC=CC=4)[CH2:25]3)[CH2:21][CH2:20]2)=[O:17])[CH:6]=[C:7]([C:9]2[N:13]([CH3:14])[N:12]=[N:11][N:10]=2)[CH:8]=1)[CH3:2].O.